Dataset: Full USPTO retrosynthesis dataset with 1.9M reactions from patents (1976-2016). Task: Predict the reactants needed to synthesize the given product. (1) The reactants are: [CH3:1][O:2][CH2:3][CH2:4][O:5][C:6]1[CH:11]=[CH:10][N:9]2[C:12]([C:15]3[CH:24]=[CH:23][C:22]4[C:17](=[C:18]([OH:25])[CH:19]=[CH:20][CH:21]=4)[N:16]=3)=[CH:13][N:14]=[C:8]2[CH:7]=1.Br[CH2:27][CH2:28][NH:29]C(=O)OC(C)(C)C.[I-].C([NH3+])(C)(C)C.O.[OH-].[Cs+].C(O)(C(F)(F)F)=O. Given the product [CH3:1][O:2][CH2:3][CH2:4][O:5][C:6]1[CH:11]=[CH:10][N:9]2[C:12]([C:15]3[CH:24]=[CH:23][C:22]4[C:17](=[C:18]([O:25][CH2:27][CH2:28][NH2:29])[CH:19]=[CH:20][CH:21]=4)[N:16]=3)=[CH:13][N:14]=[C:8]2[CH:7]=1, predict the reactants needed to synthesize it. (2) The reactants are: [C:1]([O:5][C:6]([N:8]1[CH2:13][CH:12]=[C:11]([C:14]2[N:19]=[CH:18][C:17]([C:20]([O:22][CH3:23])=[O:21])=[CH:16][N:15]=2)[CH2:10][CH2:9]1)=[O:7])([CH3:4])([CH3:3])[CH3:2]. Given the product [C:1]([O:5][C:6]([N:8]1[CH2:13][CH2:12][CH:11]([C:14]2[N:19]=[CH:18][C:17]([C:20]([O:22][CH3:23])=[O:21])=[CH:16][N:15]=2)[CH2:10][CH2:9]1)=[O:7])([CH3:4])([CH3:3])[CH3:2], predict the reactants needed to synthesize it. (3) Given the product [F:10][C:11]1[CH:16]=[CH:15][C:14]2[NH:17][C:7]([CH:4]3[CH2:5][CH2:6][NH:1][CH2:2][CH2:3]3)=[N:18][C:13]=2[CH:12]=1, predict the reactants needed to synthesize it. The reactants are: [NH:1]1[CH2:6][CH2:5][CH:4]([C:7](O)=O)[CH2:3][CH2:2]1.[F:10][C:11]1[CH:12]=[C:13]([NH2:18])[C:14]([NH2:17])=[CH:15][CH:16]=1.